Dataset: Reaction yield outcomes from USPTO patents with 853,638 reactions. Task: Predict the reaction yield, written as a fraction of the theoretical maximum amount of product (1.0 means a 100% yield; for example, 0.34 means a 34% yield). (1) The reactants are [OH:1][C:2]1[N:6]([C:7]2[CH:12]=[C:11]([C:13]([O:15][CH3:16])=[O:14])[CH:10]=[CH:9][N:8]=2)[N:5]=[CH:4][CH:3]=1.O[CH2:18][C:19]1[CH:26]=[CH:25][C:22]([C:23]#[N:24])=[CH:21][C:20]=1[CH3:27].C1C=CC(P(C2C=CC=CC=2)C2C=CC=CC=2)=CC=1.CC(OC(/N=N/C(OC(C)C)=O)=O)C. The catalyst is C1COCC1. The product is [C:23]([C:22]1[CH:25]=[CH:26][C:19]([CH2:18][O:1][C:2]2[N:6]([C:7]3[CH:12]=[C:11]([C:13]([O:15][CH3:16])=[O:14])[CH:10]=[CH:9][N:8]=3)[N:5]=[CH:4][CH:3]=2)=[C:20]([CH3:27])[CH:21]=1)#[N:24]. The yield is 0.630. (2) The reactants are [CH2:1]([C:5]1[CH:6]=[C:7]([CH2:10][CH2:11][C:12]([O:14]CC)=[O:13])[NH:8][CH:9]=1)[CH2:2][CH2:3]C.Cl.C[CH2:19][O:20]C(C)=O. The catalyst is [OH-].[Na+]. The product is [CH:19]([C:9]1[NH:8][C:7]([CH2:10][CH2:11][C:12]([OH:14])=[O:13])=[CH:6][C:5]=1[CH2:1][CH2:2][CH3:3])=[O:20]. The yield is 1.00. (3) The reactants are [CH2:1]([O:3][C:4](=[O:14])[CH:5]([C:9]([CH:11]1[CH2:13][CH2:12]1)=O)[C:6](=O)[CH3:7])[CH3:2].[F:15][C:16]([F:27])([F:26])[O:17][C:18]1[CH:19]=[C:20]([NH:24][NH2:25])[CH:21]=[CH:22][CH:23]=1. The catalyst is C(O)(=O)C. The product is [CH2:1]([O:3][C:4]([C:5]1[C:6]([CH3:7])=[N:25][N:24]([C:20]2[CH:21]=[CH:22][CH:23]=[C:18]([O:17][C:16]([F:15])([F:27])[F:26])[CH:19]=2)[C:9]=1[CH:11]1[CH2:13][CH2:12]1)=[O:14])[CH3:2]. The yield is 0.770. (4) The reactants are C(=O)(O)[O-].[Na+].Cl.[CH2:7]([O:14][C:15](=[O:36])[C@H:16]([CH:33]([CH3:35])[CH3:34])[NH:17][CH2:18][C:19]1[CH:24]=[CH:23][C:22]([C:25]2[CH:30]=[CH:29][CH:28]=[CH:27][C:26]=2[C:31]#[N:32])=[CH:21][CH:20]=1)[C:8]1[CH:13]=[CH:12][CH:11]=[CH:10][CH:9]=1.[CH2:37]([O:44]C(=O)[C@H](C(C)C)NCC1C=CC(C2C=CC=CC=2C#N)=CC=1)[C:38]1C=C[CH:41]=[CH:40][CH:39]=1.C(N(CC)C(C)C)(C)C.C(Cl)(=O)CCCC. The catalyst is O.C1(C)C=CC=CC=1. The product is [CH2:7]([O:14][C:15](=[O:36])[C@H:16]([CH:33]([CH3:34])[CH3:35])[N:17]([CH2:18][C:19]1[CH:20]=[CH:21][C:22]([C:25]2[CH:30]=[CH:29][CH:28]=[CH:27][C:26]=2[C:31]#[N:32])=[CH:23][CH:24]=1)[C:37](=[O:44])[CH2:38][CH2:39][CH2:40][CH3:41])[C:8]1[CH:13]=[CH:12][CH:11]=[CH:10][CH:9]=1. The yield is 0.980. (5) The product is [CH3:39][S:36]([C:33]1[CH:34]=[CH:35][C:30]([CH2:29][N:6]2[CH2:7][CH:8]3[CH2:14][O:13][CH2:12][CH2:11][N:9]3[C:10]3[N:1]=[C:2]([C:15]4[CH:16]=[N:17][C:18]([NH2:21])=[N:19][CH:20]=4)[N:3]=[CH:4][C:5]2=3)=[CH:31][CH:32]=1)(=[O:37])=[O:38]. The yield is 0.0400. The reactants are [N:1]1[C:10]2[N:9]3[CH2:11][CH2:12][O:13][CH2:14][CH:8]3[CH2:7][NH:6][C:5]=2[CH:4]=[N:3][C:2]=1[C:15]1[CH:16]=[N:17][C:18]([NH2:21])=[N:19][CH:20]=1.CC(C)([O-])C.[Na+].Br[CH2:29][C:30]1[CH:35]=[CH:34][C:33]([S:36]([CH3:39])(=[O:38])=[O:37])=[CH:32][CH:31]=1. The catalyst is CS(C)=O. (6) The reactants are [NH2:1][C@@H:2]([CH2:22][C:23]1[CH:28]=[CH:27][C:26]([C:29]2[CH:34]=[CH:33][CH:32]=[CH:31][N:30]=2)=[CH:25][CH:24]=1)[C@@H:3]([OH:21])[CH2:4][C@@H:5]([NH:13][C:14](=[O:20])[O:15][C:16]([CH3:19])([CH3:18])[CH3:17])[CH2:6][C:7]1[CH:12]=[CH:11][CH:10]=[CH:9][CH:8]=1.[CH3:35][O:36][C:37]([NH:39][C@@H:40]([C:44]([CH3:47])([CH3:46])[CH3:45])[C:41](O)=[O:42])=[O:38].CCOP(ON1N=NC2C=CC=CC=2C1=O)(OCC)=O.C(N(CC)C(C)C)(C)C. The catalyst is C1COCC1. The product is [CH2:6]([C@H:5]([NH:13][C:14](=[O:20])[O:15][C:16]([CH3:17])([CH3:18])[CH3:19])[CH2:4][C@H:3]([OH:21])[C@@H:2]([NH:1][C:41](=[O:42])[C@@H:40]([NH:39][C:37]([O:36][CH3:35])=[O:38])[C:44]([CH3:47])([CH3:46])[CH3:45])[CH2:22][C:23]1[CH:28]=[CH:27][C:26]([C:29]2[CH:34]=[CH:33][CH:32]=[CH:31][N:30]=2)=[CH:25][CH:24]=1)[C:7]1[CH:8]=[CH:9][CH:10]=[CH:11][CH:12]=1. The yield is 0.560.